This data is from Full USPTO retrosynthesis dataset with 1.9M reactions from patents (1976-2016). The task is: Predict the reactants needed to synthesize the given product. (1) The reactants are: C([O:4][C@@H:5]1C=C[C@H:9]([N:12]2[C:16]3[N:17]=[C:18]([S:31][CH2:32][CH2:33][CH3:34])[N:19]=[C:20]([NH:21][C@@H:22]4[CH2:24][C@H:23]4[C:25]4[CH:30]=[CH:29][CH:28]=[CH:27][CH:26]=4)[C:15]=3[N:14]=[N:13]2)[C:6]21[CH2:8][CH2:7]2)(=O)C.[C:35](=[O:38])([O-])[O-].[K+].[K+].[CH3:41][OH:42]. Given the product [C:25]1([C@@H:23]2[CH2:24][C@H:22]2[NH:21][C:20]2[C:15]3[N:14]=[N:13][N:12]([C@@H:9]4[C:6]5([CH2:7][CH2:8]5)[C@H:5]([OH:4])[C@@H:41]([OH:42])[C@H:35]4[OH:38])[C:16]=3[N:17]=[C:18]([S:31][CH2:32][CH2:33][CH3:34])[N:19]=2)[CH:30]=[CH:29][CH:28]=[CH:27][CH:26]=1, predict the reactants needed to synthesize it. (2) Given the product [F:39][C:40]([F:45])([F:44])[C:41]([OH:43])=[O:42].[CH2:37]([N:3]([CH2:1][CH3:2])[C:4]([NH:6][C:7]1[C:8]([C:18]2[NH:22][C:21]3[CH:23]=[C:24]([O:28][CH2:29][CH2:30][N:31]4[CH2:36][CH2:35][CH2:34][CH2:33][CH2:32]4)[C:25]([F:27])=[CH:26][C:20]=3[N:19]=2)=[N:9][NH:10][CH:11]=1)=[O:5])[CH3:38], predict the reactants needed to synthesize it. The reactants are: [CH2:1]([N:3]([CH2:37][CH3:38])[C:4]([NH:6][C:7]1[C:8]([C:18]2[NH:22][C:21]3[CH:23]=[C:24]([O:28][CH2:29][CH2:30][N:31]4[CH2:36][CH2:35][CH2:34][CH2:33][CH2:32]4)[C:25]([F:27])=[CH:26][C:20]=3[N:19]=2)=[N:9][N:10](C2CCCCO2)[CH:11]=1)=[O:5])[CH3:2].[F:39][C:40]([F:45])([F:44])[C:41]([OH:43])=[O:42]. (3) Given the product [CH2:18]([N:6]1[C:5]2[CH:4]=[CH:3][C:2]([Br:1])=[CH:14][C:13]=2[C:12]2[C:7]1=[CH:8][CH:9]=[C:10]([Br:15])[CH:11]=2)[C:19]1[CH:24]=[CH:23][CH:22]=[CH:21][CH:20]=1, predict the reactants needed to synthesize it. The reactants are: [Br:1][C:2]1[CH:3]=[CH:4][C:5]2[NH:6][C:7]3[C:12]([C:13]=2[CH:14]=1)=[CH:11][C:10]([Br:15])=[CH:9][CH:8]=3.[H-].[Na+].[CH2:18](Br)[C:19]1[CH:24]=[CH:23][CH:22]=[CH:21][CH:20]=1.O. (4) Given the product [CH3:13][O:12][C:9]1[CH:10]=[C:11]2[C:6](=[CH:7][C:8]=1[O:14][CH2:15][CH2:16][CH2:17][N:18]1[CH2:22][CH2:21][CH2:20][CH2:19]1)[N:5]=[CH:4][N:3]=[C:2]2[O:23][C:24]1[CH:25]=[C:26]2[CH:32]=[CH:31][NH:30][C:27]2=[N:28][CH:29]=1, predict the reactants needed to synthesize it. The reactants are: Cl[C:2]1[C:11]2[C:6](=[CH:7][C:8]([O:14][CH2:15][CH2:16][CH2:17][N:18]3[CH2:22][CH2:21][CH2:20][CH2:19]3)=[C:9]([O:12][CH3:13])[CH:10]=2)[N:5]=[CH:4][N:3]=1.[OH:23][C:24]1[CH:25]=[C:26]2[CH:32]=[CH:31][NH:30][C:27]2=[N:28][CH:29]=1.C(=O)([O-])[O-].[K+].[K+].[OH-].[Na+].